This data is from Peptide-MHC class I binding affinity with 185,985 pairs from IEDB/IMGT. The task is: Regression. Given a peptide amino acid sequence and an MHC pseudo amino acid sequence, predict their binding affinity value. This is MHC class I binding data. (1) The peptide sequence is AEQIVLGVI. The MHC is HLA-B40:01 with pseudo-sequence HLA-B40:01. The binding affinity (normalized) is 0.619. (2) The peptide sequence is SAYYLDIGF. The MHC is HLA-B45:06 with pseudo-sequence HLA-B45:06. The binding affinity (normalized) is 0.213. (3) The binding affinity (normalized) is 0.0847. The MHC is HLA-A02:03 with pseudo-sequence HLA-A02:03. The peptide sequence is VERRLVKVL. (4) The peptide sequence is APVESMALF. The MHC is HLA-B51:01 with pseudo-sequence HLA-B51:01. The binding affinity (normalized) is 0.0847.